Dataset: Full USPTO retrosynthesis dataset with 1.9M reactions from patents (1976-2016). Task: Predict the reactants needed to synthesize the given product. (1) Given the product [F:1][C:2]1[C:3]([C:18]([F:21])([F:19])[F:20])=[C:4]([C:8]2[CH:13]=[CH:12][N:11]=[C:10]([C:14]3[NH:16][O:17][C:22](=[O:23])[N:15]=3)[CH:9]=2)[CH:5]=[CH:6][CH:7]=1, predict the reactants needed to synthesize it. The reactants are: [F:1][C:2]1[C:3]([C:18]([F:21])([F:20])[F:19])=[C:4]([C:8]2[CH:13]=[CH:12][N:11]=[C:10]([C:14](=[N:16][OH:17])[NH2:15])[CH:9]=2)[CH:5]=[CH:6][CH:7]=1.[C:22](N1C=CN=C1)(N1C=CN=C1)=[O:23].N12CCCN=C1CCCCC2.Cl. (2) The reactants are: S(=O)(=O)(O)O.[OH:6][C:7]1[CH:12]=[CH:11][C:10]([C:13]([OH:22])([C:18]([F:21])([F:20])[F:19])[C:14]([F:17])([F:16])[F:15])=[CH:9][C:8]=1[CH2:23][CH2:24][CH3:25].[N+:26]([O-])([OH:28])=[O:27]. Given the product [OH:6][C:7]1[C:8]([CH2:23][CH2:24][CH3:25])=[CH:9][C:10]([C:13]([OH:22])([C:14]([F:15])([F:16])[F:17])[C:18]([F:19])([F:20])[F:21])=[CH:11][C:12]=1[N+:26]([O-:28])=[O:27], predict the reactants needed to synthesize it. (3) Given the product [CH2:15]([O:1][C:2]1[C:11]2[O:10][C:9]([CH3:12])([CH3:13])[O:8][C:7](=[O:14])[C:6]=2[CH:5]=[CH:4][CH:3]=1)[C:16]1[CH:21]=[CH:20][CH:19]=[CH:18][CH:17]=1, predict the reactants needed to synthesize it. The reactants are: [OH:1][C:2]1[C:11]2[O:10][C:9]([CH3:13])([CH3:12])[O:8][C:7](=[O:14])[C:6]=2[CH:5]=[CH:4][CH:3]=1.[CH2:15](Br)[C:16]1[CH:21]=[CH:20][CH:19]=[CH:18][CH:17]=1. (4) The reactants are: S([O-])(=O)(=O)C.[N:6]1[C:15]2[C:10](=[CH:11][CH:12]=[CH:13][CH:14]=2)[CH:9]=[N:8][CH:7]=1.C([O-])([O-])=O.[Cs+].[Cs+]. Given the product [CH2:9]([C:7]1[N:8]=[CH:9][C:10]2[C:15](=[CH:14][CH:13]=[CH:12][CH:11]=2)[N:6]=1)[C:10]1[CH:15]=[CH:14][CH:13]=[CH:12][CH:11]=1, predict the reactants needed to synthesize it. (5) Given the product [CH3:1][O:2][C:3]1[CH:8]=[CH:7][C:6]([C:9]2[CH:14]=[CH:13][N:12]=[C:11]([NH:15][CH:16]([CH2:19][O:20][CH3:21])[CH2:17][CH3:18])[C:10]=2[NH2:22])=[C:5]([CH3:25])[CH:4]=1, predict the reactants needed to synthesize it. The reactants are: [CH3:1][O:2][C:3]1[CH:8]=[CH:7][C:6]([C:9]2[CH:14]=[CH:13][N:12]=[C:11]([NH:15][CH:16]([CH2:19][O:20][CH3:21])[CH2:17][CH3:18])[C:10]=2[N+:22]([O-])=O)=[C:5]([CH3:25])[CH:4]=1.Cl[Sn]Cl.